From a dataset of Forward reaction prediction with 1.9M reactions from USPTO patents (1976-2016). Predict the product of the given reaction. (1) The product is: [N:9]1([C:6]2[CH:7]=[CH:8][C:3]([OH:2])=[CH:4][C:5]=2[C:15]([F:16])([F:17])[F:18])[CH2:14][CH2:13][CH2:12][CH2:11][CH2:10]1. Given the reactants C[O:2][C:3]1[CH:8]=[CH:7][C:6]([N:9]2[CH2:14][CH2:13][CH2:12][CH2:11][CH2:10]2)=[C:5]([C:15]([F:18])([F:17])[F:16])[CH:4]=1.B(Br)(Br)Br.C([O-])(O)=O.[Na+], predict the reaction product. (2) The product is: [O:1]([CH2:8][CH2:9][C:10]1[CH:11]=[CH:12][C:13]([CH2:14][O:16][C:26]([NH:25][CH:28]([CH2:32][C:33]2[CH:38]=[CH:37][CH:36]=[CH:35][CH:34]=2)[C:29]([OH:31])=[O:30])=[O:27])=[CH:17][CH:18]=1)[C:2]1[CH:3]=[CH:4][CH:5]=[CH:6][CH:7]=1. Given the reactants [O:1]([CH2:8][CH2:9][C:10]1[CH:18]=[CH:17][C:13]([C:14]([OH:16])=O)=[CH:12][CH:11]=1)[C:2]1[CH:7]=[CH:6][CH:5]=[CH:4][CH:3]=1.[H-].[H-].[H-].[H-].[Li+].[Al+3].[N:25]([C@H:28]([CH2:32][C:33]1[CH:38]=[CH:37][CH:36]=[CH:35][CH:34]=1)[C:29]([O-:31])=[O:30])=[C:26]=[O:27].[N-]=C=O.COC(=O)[C@H](CC1C=CC=CC=1)N, predict the reaction product. (3) The product is: [Cl:27][C:4]1[CH:5]=[C:6]([CH2:8][NH:9][C:10]([NH2:26])=[N:11][C:12](=[O:25])[CH2:13][C:14]2[C:22]3[C:17](=[CH:18][CH:19]=[C:20]([O:23][CH3:24])[CH:21]=3)[NH:16][CH:15]=2)[CH:7]=[C:2]([CH3:32])[C:3]=1[NH:28][C:29](=[O:31])[CH3:30]. Given the reactants Cl[C:2]1[CH:7]=[C:6]([CH2:8][NH:9][C:10]([NH2:26])=[N:11][C:12](=[O:25])[CH2:13][C:14]2[C:22]3[C:17](=[CH:18][CH:19]=[C:20]([O:23][CH3:24])[CH:21]=3)[NH:16][CH:15]=2)[CH:5]=[C:4]([Cl:27])[C:3]=1[NH:28][C:29](=[O:31])[CH3:30].[CH3:32]OC1C=C2C(=CC=1)NC=C2CC(O)=O.COC1C=C2C(=CC=1)NC=C2CC(N(C(SC)=N)C(=O)OC(C)(C)C)=O.NC1C(C)=CC(CN)=CC=1Cl, predict the reaction product. (4) Given the reactants [I:1][C:2]1[C:3]([O:11][CH3:12])=[C:4]([CH:8]=[CH:9][CH:10]=1)[C:5](O)=[O:6].S(Cl)([Cl:15])=O, predict the reaction product. The product is: [I:1][C:2]1[C:3]([O:11][CH3:12])=[C:4]([CH:8]=[CH:9][CH:10]=1)[C:5]([Cl:15])=[O:6]. (5) The product is: [NH:7]1[C:8]2[C:4](=[CH:3][C:2]([B:26]([OH:31])[OH:27])=[CH:10][CH:9]=2)[CH:5]=[CH:6]1. Given the reactants Br[C:2]1[CH:3]=[C:4]2[C:8](=[CH:9][CH:10]=1)[NH:7][CH:6]=[CH:5]2.[H-].[K+].C(=O)=O.CCCCC.C([Li])(C)(C)C.[B:26](OC(C)C)([O:31]C(C)C)[O:27]C(C)C.P(=O)(O)(O)O, predict the reaction product. (6) The product is: [ClH:2].[Cl-:14].[NH2:16][C:17]1[C:18]([CH2:24][N+:6]2[C:7]([CH3:10])=[C:8]([CH2:28][CH2:27][OH:26])[S:12][CH:5]=2)=[N:19][CH:20]=[C:21]([CH3:23])[N:22]=1. Given the reactants Cl.[Cl:2]CC1[C:5](N)=[N:6][C:7]([CH3:10])=[CH:8]N=1.[S:12](Cl)([Cl:14])=O.[NH2:16][C:17]1[C:18]([CH2:24]O)=[N:19][CH:20]=[C:21]([CH3:23])[N:22]=1.[O:26]1CC[CH2:28][CH2:27]1, predict the reaction product.